Dataset: Full USPTO retrosynthesis dataset with 1.9M reactions from patents (1976-2016). Task: Predict the reactants needed to synthesize the given product. (1) The reactants are: [NH:1]1[C:9]2[C:4](=[CH:5][CH:6]=[CH:7][CH:8]=2)[CH:3]=[N:2]1.[CH3:10][O:11][C:12]1[CH:17]=[CH:16][C:15](B(O)O)=[CH:14][CH:13]=1.C(N(CC)CC)C. Given the product [CH3:10][O:11][C:12]1[CH:17]=[CH:16][C:15]([N:1]2[C:9]3[C:4](=[CH:5][CH:6]=[CH:7][CH:8]=3)[CH:3]=[N:2]2)=[CH:14][CH:13]=1, predict the reactants needed to synthesize it. (2) Given the product [O:17]([CH2:16][CH2:15][NH:14][C:13]1[C:12]2[C:7](=[CH:8][CH:9]=[CH:10][CH:11]=2)[N:6]=[CH:5][C:4]=1[NH2:1])[C:18]1[CH:23]=[CH:22][CH:21]=[CH:20][CH:19]=1, predict the reactants needed to synthesize it. The reactants are: [N+:1]([C:4]1[CH:5]=[N:6][C:7]2[C:12]([C:13]=1[NH:14][CH2:15][CH2:16][O:17][C:18]1[CH:23]=[CH:22][CH:21]=[CH:20][CH:19]=1)=[CH:11][CH:10]=[CH:9][CH:8]=2)([O-])=O. (3) Given the product [CH3:10][O:11][C:12](=[O:24])[CH2:13][CH2:14][C:15]1[CH:20]=[CH:19][C:18]([O:21][C:2]2[CH:9]=[CH:8][CH:7]=[C:4]([C:5]#[N:6])[CH:3]=2)=[CH:17][C:16]=1[CH2:22][CH3:23], predict the reactants needed to synthesize it. The reactants are: Br[C:2]1[CH:3]=[C:4]([CH:7]=[CH:8][CH:9]=1)[C:5]#[N:6].[CH3:10][O:11][C:12](=[O:24])[CH2:13][CH2:14][C:15]1[CH:20]=[CH:19][C:18]([OH:21])=[CH:17][C:16]=1[CH2:22][CH3:23].C(=O)([O-])[O-].[Cs+].[Cs+].CC(C)(C(=O)CC(=O)C(C)(C)C)C. (4) Given the product [CH:33]1([C:36]([N:29]2[CH2:28][CH2:27][N:26]([C:24]([C:6]3[N:5]([CH2:4][CH:3]([F:2])[F:32])[C:13]4[C:8]([CH:7]=3)=[CH:9][C:10]([O:14][CH:15]3[CH2:20][CH2:19][N:18]([CH:21]([CH3:23])[CH3:22])[CH2:17][CH2:16]3)=[CH:11][CH:12]=4)=[O:25])[CH2:31][CH2:30]2)=[O:37])[CH2:35][CH2:34]1, predict the reactants needed to synthesize it. The reactants are: Cl.[F:2][CH:3]([F:32])[CH2:4][N:5]1[C:13]2[C:8](=[CH:9][C:10]([O:14][CH:15]3[CH2:20][CH2:19][N:18]([CH:21]([CH3:23])[CH3:22])[CH2:17][CH2:16]3)=[CH:11][CH:12]=2)[CH:7]=[C:6]1[C:24]([N:26]1[CH2:31][CH2:30][NH:29][CH2:28][CH2:27]1)=[O:25].[CH:33]1([C:36](Cl)=[O:37])[CH2:35][CH2:34]1. (5) Given the product [S:1]1[C:5]2[CH:6]=[CH:7][CH:8]=[CH:9][C:4]=2[C:3]([N:10]2[CH2:15][CH2:14][N:13]([CH2:16][CH2:17][C:18]3[CH:19]=[C:20]([F:30])[CH:21]=[C:22]4[C:27]=3[N:26]([C:31](=[O:33])[CH3:32])[CH2:25][CH2:24][C:23]4([CH3:28])[CH3:29])[CH2:12][CH2:11]2)=[N:2]1, predict the reactants needed to synthesize it. The reactants are: [S:1]1[C:5]2[CH:6]=[CH:7][CH:8]=[CH:9][C:4]=2[C:3]([N:10]2[CH2:15][CH2:14][N:13]([CH2:16][CH2:17][C:18]3[CH:19]=[C:20]([F:30])[CH:21]=[C:22]4[C:27]=3[NH:26][CH2:25][CH2:24][C:23]4([CH3:29])[CH3:28])[CH2:12][CH2:11]2)=[N:2]1.[C:31](Cl)(=[O:33])[CH3:32]. (6) Given the product [C:11]1([C:25]2[CH:19]=[C:20]([OH:16])[C:7]3[C:2](=[CH:3][CH:4]=[CH:5][CH:6]=3)[N:1]=2)[CH:12]=[CH:13][CH:8]=[CH:9][CH:10]=1, predict the reactants needed to synthesize it. The reactants are: [NH2:1][C:2]1[CH:7]=[CH:6][CH:5]=[CH:4][CH:3]=1.[CH:8]1[CH:13]=[CH:12][C:11](N)=[CH:10][CH:9]=1.Cl.[OH2:16].[OH-].[Na+].[C:19]1([CH3:25])C=CC=C[CH:20]=1. (7) Given the product [NH:4]1[C:8]([C:9]([O-:11])=[O:10])=[N:7][N:6]=[N:5]1.[K+:2].[K+:2].[NH:4]1[C:8]([C:9]([O-:11])=[O:10])=[N:7][N:6]=[N:5]1, predict the reactants needed to synthesize it. The reactants are: [OH-].[K+:2].O.[NH:4]1[C:8]([C:9]([O:11]CC)=[O:10])=[N:7][N:6]=[N:5]1.CCO. (8) Given the product [N:17]1([C:15](=[O:16])[CH2:14][O:13][C@@H:4]([CH2:5][CH2:6][C:7]2[CH:8]=[CH:9][CH:10]=[CH:11][CH:12]=2)[C:3]([OH:23])=[O:2])[CH2:22][CH2:21][O:20][CH2:19][CH2:18]1, predict the reactants needed to synthesize it. The reactants are: C[O:2][C:3](=[O:23])[C@@H:4]([O:13][CH2:14][C:15]([N:17]1[CH2:22][CH2:21][O:20][CH2:19][CH2:18]1)=[O:16])[CH2:5][CH2:6][C:7]1[CH:12]=[CH:11][CH:10]=[CH:9][CH:8]=1.O.[OH-].[Li+]. (9) Given the product [CH3:1][CH:2]([S:4]([NH:8][C:9]1[CH:10]=[C:11]([C:15]2[CH:16]=[CH:17][C:18]([C@@H:21]3[CH2:23][C@H:22]3[NH:24][C:25](=[O:31])[O:26][C:27]([CH3:29])([CH3:28])[CH3:30])=[CH:19][CH:20]=2)[CH:12]=[CH:13][CH:14]=1)(=[O:6])=[O:5])[CH3:3], predict the reactants needed to synthesize it. The reactants are: [CH3:1][CH:2]([S:4](Cl)(=[O:6])=[O:5])[CH3:3].[NH2:8][C:9]1[CH:10]=[C:11]([C:15]2[CH:20]=[CH:19][C:18]([C@@H:21]3[CH2:23][C@H:22]3[NH:24][C:25](=[O:31])[O:26][C:27]([CH3:30])([CH3:29])[CH3:28])=[CH:17][CH:16]=2)[CH:12]=[CH:13][CH:14]=1. (10) Given the product [Br:1][C:2]1[CH:3]=[CH:4][C:5]([N:8]2[C:9]3[C:22]([OH:24])=[C:15]([C:16]([O:18][CH2:19][CH3:20])=[O:17])[C:14](=[O:21])[NH:13][C:10]=3[CH:11]=[CH:12]2)=[CH:6][CH:7]=1, predict the reactants needed to synthesize it. The reactants are: [Br:1][C:2]1[CH:7]=[CH:6][C:5]([N:8]2[CH:12]=[CH:11][C:10]([NH:13][C:14](=[O:21])[CH2:15][C:16]([O:18][CH2:19][CH3:20])=[O:17])=[C:9]2[C:22]([O:24]CC)=O)=[CH:4][CH:3]=1.[H-].[Na+].[H][H].O.